Dataset: NCI-60 drug combinations with 297,098 pairs across 59 cell lines. Task: Regression. Given two drug SMILES strings and cell line genomic features, predict the synergy score measuring deviation from expected non-interaction effect. Drug 1: CC1OCC2C(O1)C(C(C(O2)OC3C4COC(=O)C4C(C5=CC6=C(C=C35)OCO6)C7=CC(=C(C(=C7)OC)O)OC)O)O. Drug 2: CCN(CC)CCNC(=O)C1=C(NC(=C1C)C=C2C3=C(C=CC(=C3)F)NC2=O)C. Cell line: SF-539. Synergy scores: CSS=7.70, Synergy_ZIP=-2.21, Synergy_Bliss=-2.96, Synergy_Loewe=-7.84, Synergy_HSA=-2.03.